This data is from Peptide-MHC class II binding affinity with 134,281 pairs from IEDB. The task is: Regression. Given a peptide amino acid sequence and an MHC pseudo amino acid sequence, predict their binding affinity value. This is MHC class II binding data. (1) The peptide sequence is AFILDGDNHFPKV. The MHC is DRB1_0401 with pseudo-sequence DRB1_0401. The binding affinity (normalized) is 0.572. (2) The peptide sequence is TQCMNIMESIPANTI. The MHC is DRB4_0101 with pseudo-sequence DRB4_0103. The binding affinity (normalized) is 0.455. (3) The peptide sequence is VTVDAAVLAAIDADA. The MHC is DRB1_1001 with pseudo-sequence DRB1_1001. The binding affinity (normalized) is 0.617. (4) The peptide sequence is LWDIPTPKIIEECEH. The MHC is DRB1_0404 with pseudo-sequence DRB1_0404. The binding affinity (normalized) is 0.623. (5) The peptide sequence is TLWQRPLVTIKIGGQLTEAL. The MHC is DRB1_0701 with pseudo-sequence DRB1_0701. The binding affinity (normalized) is 0.182. (6) The peptide sequence is SCFEIKCTKPEACSG. The MHC is HLA-DPA10201-DPB11401 with pseudo-sequence HLA-DPA10201-DPB11401. The binding affinity (normalized) is 0.217. (7) The peptide sequence is HSLLRTQRLHKFLVC. The MHC is DRB4_0101 with pseudo-sequence DRB4_0103. The binding affinity (normalized) is 0.829. (8) The peptide sequence is VMELYADVVPKTAEN. The MHC is DRB3_0101 with pseudo-sequence DRB3_0101. The binding affinity (normalized) is 0.559. (9) The peptide sequence is TYSQLMTLKDAKMLQ. The MHC is DRB4_0101 with pseudo-sequence DRB4_0103. The binding affinity (normalized) is 0.421. (10) The peptide sequence is GWSSLGREYAAVAEE. The MHC is DRB1_0802 with pseudo-sequence DRB1_0802. The binding affinity (normalized) is 0.0933.